Dataset: NCI-60 drug combinations with 297,098 pairs across 59 cell lines. Task: Regression. Given two drug SMILES strings and cell line genomic features, predict the synergy score measuring deviation from expected non-interaction effect. (1) Drug 1: C1C(C(OC1N2C=NC3=C(N=C(N=C32)Cl)N)CO)O. Drug 2: CC1CCCC2(C(O2)CC(NC(=O)CC(C(C(=O)C(C1O)C)(C)C)O)C(=CC3=CSC(=N3)C)C)C. Cell line: RXF 393. Synergy scores: CSS=18.3, Synergy_ZIP=-9.47, Synergy_Bliss=-4.98, Synergy_Loewe=-15.7, Synergy_HSA=-4.19. (2) Drug 1: C1C(C(OC1N2C=C(C(=O)NC2=O)F)CO)O. Drug 2: C1=CN(C=N1)CC(O)(P(=O)(O)O)P(=O)(O)O. Cell line: MDA-MB-231. Synergy scores: CSS=8.24, Synergy_ZIP=-2.23, Synergy_Bliss=-0.0554, Synergy_Loewe=-52.0, Synergy_HSA=-0.216. (3) Cell line: OVCAR-8. Synergy scores: CSS=23.1, Synergy_ZIP=2.14, Synergy_Bliss=3.54, Synergy_Loewe=-14.1, Synergy_HSA=2.58. Drug 1: CC1OCC2C(O1)C(C(C(O2)OC3C4COC(=O)C4C(C5=CC6=C(C=C35)OCO6)C7=CC(=C(C(=C7)OC)O)OC)O)O. Drug 2: CC1=C(C=C(C=C1)NC(=O)C2=CC=C(C=C2)CN3CCN(CC3)C)NC4=NC=CC(=N4)C5=CN=CC=C5. (4) Drug 1: CC1=C(N=C(N=C1N)C(CC(=O)N)NCC(C(=O)N)N)C(=O)NC(C(C2=CN=CN2)OC3C(C(C(C(O3)CO)O)O)OC4C(C(C(C(O4)CO)O)OC(=O)N)O)C(=O)NC(C)C(C(C)C(=O)NC(C(C)O)C(=O)NCCC5=NC(=CS5)C6=NC(=CS6)C(=O)NCCC[S+](C)C)O. Drug 2: CC(C)CN1C=NC2=C1C3=CC=CC=C3N=C2N. Cell line: HT29. Synergy scores: CSS=8.88, Synergy_ZIP=-0.666, Synergy_Bliss=0.413, Synergy_Loewe=-1.49, Synergy_HSA=0.696.